Dataset: Catalyst prediction with 721,799 reactions and 888 catalyst types from USPTO. Task: Predict which catalyst facilitates the given reaction. (1) Reactant: [CH3:1][C@@H:2]1[O:10][C:9](=[O:11])[C@@H:8]([NH:12][C:13](=[O:19])[O:14][C:15]([CH3:18])([CH3:17])[CH3:16])[CH2:7][O:6][CH2:5][C@H:4]([CH2:20][C:21]2[C:30]3[C:25](=[CH:26][CH:27]=[CH:28][CH:29]=3)[CH:24]=[CH:23][CH:22]=2)[C@H:3]1[O:31][Si:32]([CH:39]([CH3:41])[CH3:40])([CH:36]([CH3:38])[CH3:37])[CH:33]([CH3:35])[CH3:34].[C:42](O[C:42]([O:44][C:45]([CH3:48])([CH3:47])[CH3:46])=[O:43])([O:44][C:45]([CH3:48])([CH3:47])[CH3:46])=[O:43]. Product: [C:15]([O:14][C:13]([N:12]([C@H:8]1[CH2:7][O:6][CH2:5][C@H:4]([CH2:20][C:21]2[C:30]3[C:25](=[CH:26][CH:27]=[CH:28][CH:29]=3)[CH:24]=[CH:23][CH:22]=2)[C@@H:3]([O:31][Si:32]([CH:39]([CH3:41])[CH3:40])([CH:33]([CH3:34])[CH3:35])[CH:36]([CH3:38])[CH3:37])[C@H:2]([CH3:1])[O:10][C:9]1=[O:11])[C:42](=[O:43])[O:44][C:45]([CH3:48])([CH3:47])[CH3:46])=[O:19])([CH3:16])([CH3:18])[CH3:17]. The catalyst class is: 649. (2) Reactant: C[O:2][C:3]([CH:5]1[CH:9]([C:10](OC)=[O:11])[CH2:8][N:7]([CH2:14][C:15]2[CH:20]=[CH:19][CH:18]=[CH:17][CH:16]=2)[CH2:6]1)=O.[H-].[H-].[H-].[H-].[Li+].[Al+3]. Product: [CH2:14]([N:7]1[CH2:8][CH:9]([CH2:10][OH:11])[CH:5]([CH2:3][OH:2])[CH2:6]1)[C:15]1[CH:16]=[CH:17][CH:18]=[CH:19][CH:20]=1. The catalyst class is: 1.